From a dataset of Forward reaction prediction with 1.9M reactions from USPTO patents (1976-2016). Predict the product of the given reaction. (1) Given the reactants [Cl:1][C:2]1[CH:7]=[C:6]([C:8]#[C:9][C:10]2[CH:11]=[N:12][CH:13]=[CH:14][CH:15]=2)[C:5]([NH2:16])=[C:4]([F:17])[CH:3]=1.CC(C)([O-])C.[K+].O, predict the reaction product. The product is: [Cl:1][C:2]1[CH:7]=[C:6]2[C:5](=[C:4]([F:17])[CH:3]=1)[NH:16][C:9]([C:10]1[CH:11]=[N:12][CH:13]=[CH:14][CH:15]=1)=[CH:8]2. (2) Given the reactants [CH2:1]([C@:4]1([CH3:30])[CH2:9][C@H:8]([C:10]2[CH:15]=[CH:14][CH:13]=[C:12]([Cl:16])[CH:11]=2)[C@@H:7]([C:17]2[CH:22]=[CH:21][C:20]([Cl:23])=[CH:19][CH:18]=2)[N:6]([C@@H:24]([CH2:27][CH3:28])[CH:25]=O)[C:5]1=[O:29])[CH:2]=[CH2:3].[CH3:31][O:32][C:33]1[CH:38]=[CH:37][C:36]([CH2:39][NH2:40])=[CH:35][CH:34]=1.C(O[BH-](OC(=O)C)OC(=O)C)(=O)C.[Na+], predict the reaction product. The product is: [CH2:1]([C@:4]1([CH3:30])[CH2:9][C@H:8]([C:10]2[CH:15]=[CH:14][CH:13]=[C:12]([Cl:16])[CH:11]=2)[C@@H:7]([C:17]2[CH:22]=[CH:21][C:20]([Cl:23])=[CH:19][CH:18]=2)[N:6]([C@@H:24]([CH2:27][CH3:28])[CH2:25][NH:40][CH2:39][C:36]2[CH:37]=[CH:38][C:33]([O:32][CH3:31])=[CH:34][CH:35]=2)[C:5]1=[O:29])[CH:2]=[CH2:3]. (3) Given the reactants C([O:4][CH:5]1[C:9]2=[N:10][CH:11]=[C:12]([NH:29][C:30]([C:32]3[CH:37]=[CH:36][C:35]([F:38])=[C:34]([C:39]4[C:44]([F:45])=[CH:43][C:42]([O:46][CH:47]5[CH2:52][CH2:51][CH2:50][O:49][CH2:48]5)=[CH:41][C:40]=4[F:53])[N:33]=3)=[O:31])[C:13]([N:14]3[CH2:19][C@H:18]([CH3:20])[CH2:17][C@H:16]([NH:21][C:22]([O:24][C:25]([CH3:28])([CH3:27])[CH3:26])=[O:23])[CH2:15]3)=[C:8]2[CH2:7][CH2:6]1)(=O)C.C1COCC1.[OH-].[Na+], predict the reaction product. The product is: [F:53][C:40]1[CH:41]=[C:42]([O:46][CH:47]2[CH2:52][CH2:51][CH2:50][O:49][CH2:48]2)[CH:43]=[C:44]([F:45])[C:39]=1[C:34]1[N:33]=[C:32]([C:30]([NH:29][C:12]2[C:13]([N:14]3[CH2:19][C@H:18]([CH3:20])[CH2:17][C@H:16]([NH:21][C:22](=[O:23])[O:24][C:25]([CH3:27])([CH3:26])[CH3:28])[CH2:15]3)=[C:8]3[CH2:7][CH2:6][CH:5]([OH:4])[C:9]3=[N:10][CH:11]=2)=[O:31])[CH:37]=[CH:36][C:35]=1[F:38]. (4) Given the reactants [OH:1][C:2]([CH3:35])([CH3:34])[CH2:3][C@@:4]1([C:28]2[CH:33]=[CH:32][CH:31]=[CH:30][CH:29]=2)[O:9][C:8](=[O:10])[N:7]([C@H:11]([C:13]2[CH:18]=[CH:17][C:16](B3OC(C)(C)C(C)(C)O3)=[CH:15][CH:14]=2)[CH3:12])[CH2:6][CH2:5]1.Cl[C:37]1[N:38]=[CH:39][C:40](=[O:44])[N:41]([CH3:43])[CH:42]=1.C([O-])([O-])=O.[Cs+].[Cs+], predict the reaction product. The product is: [OH:1][C:2]([CH3:34])([CH3:35])[CH2:3][C@@:4]1([C:28]2[CH:33]=[CH:32][CH:31]=[CH:30][CH:29]=2)[O:9][C:8](=[O:10])[N:7]([C@H:11]([C:13]2[CH:14]=[CH:15][C:16]([C:37]3[N:38]=[CH:39][C:40](=[O:44])[N:41]([CH3:43])[CH:42]=3)=[CH:17][CH:18]=2)[CH3:12])[CH2:6][CH2:5]1.